This data is from Peptide-MHC class I binding affinity with 185,985 pairs from IEDB/IMGT. The task is: Regression. Given a peptide amino acid sequence and an MHC pseudo amino acid sequence, predict their binding affinity value. This is MHC class I binding data. (1) The peptide sequence is NSYSLIRLSH. The MHC is HLA-A11:01 with pseudo-sequence HLA-A11:01. The binding affinity (normalized) is 0.0654. (2) The peptide sequence is CLLAISAVY. The MHC is HLA-A11:01 with pseudo-sequence HLA-A11:01. The binding affinity (normalized) is 0.212.